This data is from Reaction yield outcomes from USPTO patents with 853,638 reactions. The task is: Predict the reaction yield, written as a fraction of the theoretical maximum amount of product (1.0 means a 100% yield; for example, 0.34 means a 34% yield). (1) The reactants are [CH3:1][C:2]1[C:7]([CH3:8])=[CH:6][C:5]([CH3:9])=[CH:4][C:3]=1[OH:10].Br[CH2:12][C:13]([C:15]1[CH:20]=[CH:19][CH:18]=[C:17]([O:21][CH3:22])[CH:16]=1)=[O:14]. No catalyst specified. The product is [CH3:22][O:21][C:17]1[CH:16]=[C:15]([C:13](=[O:14])[CH2:12][O:10][C:3]2[CH:4]=[C:5]([CH3:9])[CH:6]=[C:7]([CH3:8])[C:2]=2[CH3:1])[CH:20]=[CH:19][CH:18]=1. The yield is 0.880. (2) The yield is 0.750. The reactants are [C:1]([O:5][C:6]([NH:8][CH2:9][CH2:10][CH2:11][CH2:12][CH2:13][S:14]([N:17]([C:19]1[N:28]=[C:27]([C:29]([O:31][CH3:32])=[O:30])[C:26]([OH:33])=[C:25]2[C:20]=1[CH:21]=[CH:22][CH:23]=[N:24]2)[CH3:18])(=[O:16])=[O:15])=[O:7])([CH3:4])([CH3:3])[CH3:2].C([O-])([O-])=O.[Cs+].[Cs+].[CH2:40](Br)[C:41]1[CH:46]=[CH:45][CH:44]=[CH:43][CH:42]=1. The catalyst is CN(C=O)C. The product is [CH2:40]([O:33][C:26]1[C:27]([C:29]([O:31][CH3:32])=[O:30])=[N:28][C:19]([N:17]([CH3:18])[S:14]([CH2:13][CH2:12][CH2:11][CH2:10][CH2:9][NH:8][C:6]([O:5][C:1]([CH3:4])([CH3:3])[CH3:2])=[O:7])(=[O:16])=[O:15])=[C:20]2[C:25]=1[N:24]=[CH:23][CH:22]=[CH:21]2)[C:41]1[CH:46]=[CH:45][CH:44]=[CH:43][CH:42]=1. (3) The reactants are [F:1][C:2]([F:42])([F:41])[C:3]1[CH:4]=[C:5]([CH:34]=[C:35]([C:37]([F:40])([F:39])[F:38])[CH:36]=1)[CH2:6][N:7]([CH3:33])[C:8](=[O:32])[C:9]1[C:14]([C:15]2[CH:20]=[CH:19][CH:18]=[CH:17][C:16]=2[CH3:21])=[CH:13][C:12]([N:22]2[CH2:27][CH2:26][N:25]([C:28](=[O:31])[CH2:29]Br)[CH2:24][CH2:23]2)=[N:11][CH:10]=1.C(=O)(O)[O-:44].[Na+]. The catalyst is CN1CCCC1=O. The product is [F:1][C:2]([F:42])([F:41])[C:3]1[CH:4]=[C:5]([CH:34]=[C:35]([C:37]([F:40])([F:39])[F:38])[CH:36]=1)[CH2:6][N:7]([CH3:33])[C:8](=[O:32])[C:9]1[C:14]([C:15]2[CH:20]=[CH:19][CH:18]=[CH:17][C:16]=2[CH3:21])=[CH:13][C:12]([N:22]2[CH2:27][CH2:26][N:25]([C:28](=[O:31])[CH2:29][OH:44])[CH2:24][CH2:23]2)=[N:11][CH:10]=1. The yield is 0.640. (4) The reactants are [C:1]([O:5][C:6](=[O:24])[CH2:7][C:8](=[O:23])[CH2:9][CH2:10][C:11]1[CH:16]=[CH:15][C:14]([C:17]2[CH:22]=[CH:21][CH:20]=[CH:19][CH:18]=2)=[CH:13][CH:12]=1)([CH3:4])([CH3:3])[CH3:2].[H-].[Na+].[CH3:27]I.Cl. The catalyst is CN(C)C=O. The product is [C:1]([O:5][C:6](=[O:24])[CH:7]([CH3:27])[C:8](=[O:23])[CH2:9][CH2:10][C:11]1[CH:12]=[CH:13][C:14]([C:17]2[CH:18]=[CH:19][CH:20]=[CH:21][CH:22]=2)=[CH:15][CH:16]=1)([CH3:4])([CH3:2])[CH3:3]. The yield is 0.520. (5) The reactants are [NH2:1][C:2]1[CH:10]=[C:9]([Br:11])[C:8]([CH3:12])=[CH:7][C:3]=1[C:4]([OH:6])=[O:5].[N:13]([O-])=O.[Na+].O.O.[Sn](Cl)[Cl:20]. The catalyst is Cl.O. The product is [ClH:20].[Br:11][C:9]1[C:8]([CH3:12])=[CH:7][C:3]([C:4]([OH:6])=[O:5])=[C:2]([NH:1][NH2:13])[CH:10]=1. The yield is 0.610. (6) The product is [Br:1][C:2]1[CH:7]=[CH:6][C:5]([C@@H:8]([NH:10][C:11](=[O:12])[O:13][C:14]([CH3:17])([CH3:16])[CH3:15])[CH3:9])=[CH:4][CH:3]=1. The yield is 0.880. The reactants are [Br:1][C:2]1[CH:7]=[CH:6][C:5]([C@@H:8]([NH2:10])[CH3:9])=[CH:4][CH:3]=1.[C:11](O[C:11]([O:13][C:14]([CH3:17])([CH3:16])[CH3:15])=[O:12])([O:13][C:14]([CH3:17])([CH3:16])[CH3:15])=[O:12]. No catalyst specified. (7) The reactants are [CH3:1][N:2]1[C:6]([NH:7][C:8]2[CH:13]=[C:12]([NH:14][C:15]3[CH:24]=[CH:23][CH:22]=[CH:21][C:16]=3[C:17]([NH:19][CH3:20])=[O:18])[C:11]([C:25]([CH3:27])=[CH2:26])=[CH:10][N:9]=2)=[CH:5][C:4]([CH3:28])=[N:3]1.N#N. The catalyst is C(O)C.O=[Pt]=O. The product is [CH3:1][N:2]1[C:6]([NH:7][C:8]2[CH:13]=[C:12]([NH:14][C:15]3[CH:24]=[CH:23][CH:22]=[CH:21][C:16]=3[C:17]([NH:19][CH3:20])=[O:18])[C:11]([CH:25]([CH3:26])[CH3:27])=[CH:10][N:9]=2)=[CH:5][C:4]([CH3:28])=[N:3]1. The yield is 0.610. (8) The reactants are [F:1][C:2]1[CH:17]=[C:16]([CH:18]=O)[CH:15]=[CH:14][C:3]=1[O:4][C:5]1[N:6]=[CH:7][C:8]([C:11]([NH2:13])=[O:12])=[N:9][CH:10]=1.[CH:20]([O:23][CH2:24][CH2:25][CH2:26][NH2:27])([CH3:22])[CH3:21].[BH4-].[Na+]. The catalyst is CO. The product is [F:1][C:2]1[CH:17]=[C:16]([CH2:18][NH:27][CH2:26][CH2:25][CH2:24][O:23][CH:20]([CH3:22])[CH3:21])[CH:15]=[CH:14][C:3]=1[O:4][C:5]1[N:6]=[CH:7][C:8]([C:11]([NH2:13])=[O:12])=[N:9][CH:10]=1. The yield is 0.710.